Dataset: Catalyst prediction with 721,799 reactions and 888 catalyst types from USPTO. Task: Predict which catalyst facilitates the given reaction. (1) The catalyst class is: 7. Product: [CH2:37]([NH:44][C:7]([C:6]1[S:5][C:4]([N:10]2[CH2:14][CH2:13][N:12]([C:15]3[CH:20]=[CH:19][CH:18]=[CH:17][CH:16]=3)[C:11]2=[O:21])=[N:3][C:2]=1[CH3:1])=[O:9])[C:38]1[CH:43]=[CH:42][CH:41]=[CH:40][CH:39]=1. Reactant: [CH3:1][C:2]1[N:3]=[C:4]([N:10]2[CH2:14][CH2:13][N:12]([C:15]3[CH:20]=[CH:19][CH:18]=[CH:17][CH:16]=3)[C:11]2=[O:21])[S:5][C:6]=1[C:7]([OH:9])=O.CN1CCOCC1.ClC(OCC(C)C)=O.[CH2:37]([NH2:44])[C:38]1[CH:43]=[CH:42][CH:41]=[CH:40][CH:39]=1. (2) Reactant: [CH2:1]([O:8][CH2:9][C:10]([C:15]1[CH:20]=[CH:19][C:18]([Br:21])=[CH:17][CH:16]=1)([CH2:13][OH:14])[CH2:11]O)[C:2]1[CH:7]=[CH:6][CH:5]=[CH:4][CH:3]=1.[Li]CCCC.C1(C)C=CC(S(Cl)(=O)=O)=CC=1. Product: [CH2:1]([O:8][CH2:9][C:10]1([C:15]2[CH:20]=[CH:19][C:18]([Br:21])=[CH:17][CH:16]=2)[CH2:13][O:14][CH2:11]1)[C:2]1[CH:7]=[CH:6][CH:5]=[CH:4][CH:3]=1. The catalyst class is: 165. (3) Reactant: [NH2:1][C:2]1[CH:3]=[CH:4][C:5]2[O:10][C@@:9]([CH:12]([O:15][CH3:16])[O:13][CH3:14])([CH3:11])[C@H:8]([OH:17])[C@@H:7]([N:18]3[C:22]4[CH:23]=[CH:24][CH:25]=[CH:26][C:21]=4[NH:20][C:19]3=[N:27][C:28]#[N:29])[C:6]=2[CH:30]=1.[C:31](OC(=O)C)(=[O:33])[CH3:32].C(N([CH2:43][CH3:44])CC)C.C([O-])(O)=[O:46].[Na+]. Product: [NH:1]([C:2]1[CH:3]=[CH:4][C:5]2[O:10][C@@:9]([CH:12]([O:15][CH3:16])[O:13][CH3:14])([CH3:11])[C@H:8]([O:17][C:43](=[O:46])[CH3:44])[C@@H:7]([N:18]3[C:22]4[CH:23]=[CH:24][CH:25]=[CH:26][C:21]=4[NH:20][C:19]3=[N:27][C:28]#[N:29])[C:6]=2[CH:30]=1)[C:31]([CH3:32])=[O:33]. The catalyst class is: 172. (4) Reactant: [N:1]([CH2:4][CH2:5][CH2:6][CH2:7][CH2:8][C:9]([CH3:24])([C:18]1[CH:23]=[CH:22][CH:21]=[CH:20][CH:19]=1)[CH2:10][O:11][CH:12]1[CH2:17][CH2:16][CH2:15][CH2:14][O:13]1)=[C:2]=[O:3].[NH2:25][CH2:26][CH2:27][CH2:28][CH2:29][C:30]([CH3:39])([C:33]1[CH:38]=[CH:37][CH:36]=[CH:35][CH:34]=1)[CH2:31][OH:32]. Product: [OH:32][CH2:31][C:30]([CH3:39])([C:33]1[CH:34]=[CH:35][CH:36]=[CH:37][CH:38]=1)[CH2:29][CH2:28][CH2:27][CH2:26][NH:25][C:2]([NH:1][CH2:4][CH2:5][CH2:6][CH2:7][CH2:8][C:9]([CH3:24])([C:18]1[CH:23]=[CH:22][CH:21]=[CH:20][CH:19]=1)[CH2:10][O:11][CH:12]1[CH2:17][CH2:16][CH2:15][CH2:14][O:13]1)=[O:3]. The catalyst class is: 2. (5) Reactant: [NH2:1][C:2]1[N:7]=[CH:6][N:5]=[C:4]2[N:8]([CH:12]([C:14]3[C:15]([O:36][CH2:37][CH3:38])=[C:16]([CH:22]4[CH2:25][N:24](C(OCC5C=CC=CC=5)=O)[CH2:23]4)[C:17]([CH3:21])=[C:18]([Cl:20])[CH:19]=3)[CH3:13])[N:9]=[C:10]([CH3:11])[C:3]=12.Cl.O. Product: [NH:24]1[CH2:23][CH:22]([C:16]2[C:15]([O:36][CH2:37][CH3:38])=[C:14]([CH:12]([N:8]3[C:4]4=[N:5][CH:6]=[N:7][C:2]([NH2:1])=[C:3]4[C:10]([CH3:11])=[N:9]3)[CH3:13])[CH:19]=[C:18]([Cl:20])[C:17]=2[CH3:21])[CH2:25]1. The catalyst class is: 19. (6) Reactant: [C:1]([OH:9])(=O)[C:2]1[CH:7]=[CH:6][CH:5]=[CH:4][CH:3]=1.C1N=CN(C(N2C=NC=C2)=O)C=1.[Cl:22][C:23]1[NH:31][C:30]2[C:29](=[O:32])[N:28]([CH2:33][CH2:34][CH2:35][CH2:36]/[C:37](=[N:40]/[H])/[NH:38]O)[C:27](=[O:42])[N:26]([CH2:43][CH2:44][CH3:45])[C:25]=2[N:24]=1. Product: [Cl:22][C:23]1[NH:31][C:30]2[C:29](=[O:32])[N:28]([CH2:33][CH2:34][CH2:35][CH2:36][C:37]3[N:38]=[C:1]([C:2]4[CH:3]=[CH:4][CH:5]=[CH:6][CH:7]=4)[O:9][N:40]=3)[C:27](=[O:42])[N:26]([CH2:43][CH2:44][CH3:45])[C:25]=2[N:24]=1. The catalyst class is: 16. (7) Reactant: Cl.[C:2]([O:10][CH2:11]/[CH:12]=[C:13](\[CH3:19])/[C@@H:14]([NH2:18])[CH2:15][CH:16]=[CH2:17])(=[O:9])[C:3]1[CH:8]=[CH:7][CH:6]=[CH:5][CH:4]=1.[Si:20]([O:27][C@H:28]([CH2:33][CH2:34][C@:35]1([CH3:48])[C@H:39]([CH:40]=[CH2:41])[O:38][C@H:37]([C:42]2[CH:47]=[CH:46][CH:45]=[CH:44][CH:43]=2)[O:36]1)[CH2:29][C:30](O)=[O:31])([C:23]([CH3:26])([CH3:25])[CH3:24])([CH3:22])[CH3:21].ON1C2C=CC=CC=2N=N1.Cl.C(N=C=NCCCN(C)C)C.C(N(CC)CC)C. Product: [C:2]([O:10][CH2:11]/[CH:12]=[C:13](\[CH3:19])/[C@@H:14]([NH:18][C:30](=[O:31])[CH2:29][C@H:28]([O:27][Si:20]([C:23]([CH3:26])([CH3:25])[CH3:24])([CH3:21])[CH3:22])[CH2:33][CH2:34][C@:35]1([CH3:48])[C@H:39]([CH:40]=[CH2:41])[O:38][C@H:37]([C:42]2[CH:47]=[CH:46][CH:45]=[CH:44][CH:43]=2)[O:36]1)[CH2:15][CH:16]=[CH2:17])(=[O:9])[C:3]1[CH:8]=[CH:7][CH:6]=[CH:5][CH:4]=1. The catalyst class is: 399. (8) Reactant: [N+:1]([C:4]1[CH:5]=[CH:6][C:7]2[O:11][C:10]([C:12](=[O:14])[CH3:13])=[CH:9][C:8]=2[CH:15]=1)([O-])=O.[NH4+].[Cl-]. Product: [NH2:1][C:4]1[CH:5]=[CH:6][C:7]2[O:11][C:10]([C:12](=[O:14])[CH3:13])=[CH:9][C:8]=2[CH:15]=1. The catalyst class is: 314.